Dataset: Reaction yield outcomes from USPTO patents with 853,638 reactions. Task: Predict the reaction yield, written as a fraction of the theoretical maximum amount of product (1.0 means a 100% yield; for example, 0.34 means a 34% yield). (1) The reactants are C[O-].[Na+].O=[C:5]1[CH2:10][CH2:9][O:8][CH2:7][CH:6]1[C:11]([O:13]CC)=O.[C:16]([S:19][CH3:20])(=[NH:18])[NH2:17]. The catalyst is CO. The product is [CH3:20][S:19][C:16]1[NH:18][C:11](=[O:13])[C:6]2[CH2:7][O:8][CH2:9][CH2:10][C:5]=2[N:17]=1. The yield is 0.452. (2) The reactants are [F:1][C:2]1[CH:7]=[C:6]([I:8])[CH:5]=[CH:4][C:3]=1[NH:9][C:10]([NH:12][CH3:13])=O.C(Br)(Br)(Br)Br.C1C=CC(P(C2C=CC=CC=2)C2C=CC=CC=2)=CC=1. The catalyst is C(Cl)Cl. The product is [F:1][C:2]1[CH:7]=[C:6]([I:8])[CH:5]=[CH:4][C:3]=1[N:9]=[C:10]=[N:12][CH3:13]. The yield is 0.640. (3) The reactants are [Cl:1][C:2]1[N:10]=[CH:9][N:8]=[C:7]2[C:3]=1[N:4]=[CH:5][N:6]2[C@H:11]1[CH2:15][C@H:14]([OH:16])[C@@H:13]([CH2:17][OH:18])[CH2:12]1.[Si:19](Cl)([C:22]([CH3:25])([CH3:24])[CH3:23])([CH3:21])[CH3:20].N1C=CN=C1. The catalyst is CN(C=O)C. The product is [Si:19]([O:18][CH2:17][C@H:13]1[CH2:12][C@@H:11]([N:6]2[CH:5]=[N:4][C:3]3[C:7]2=[N:8][CH:9]=[N:10][C:2]=3[Cl:1])[CH2:15][C@@H:14]1[OH:16])([C:22]([CH3:25])([CH3:24])[CH3:23])([CH3:21])[CH3:20]. The yield is 0.650. (4) The reactants are [C:1](O)(=O)C.[NH:5]1[C:13]2[C:8](=[CH:9][C:10]([O:14][C@H:15]3[CH2:20][CH2:19][C@H:18](N)[CH2:17][CH2:16]3)=[CH:11][CH:12]=2)[CH:7]=[N:6]1.C=O.[C:24]([BH3-])#[N:25].[Na+].[OH-].[Na+].[ClH:30].C(OCC)C. The catalyst is CO. The product is [ClH:30].[NH:5]1[C:13]2[C:8](=[CH:9][C:10]([O:14][C@H:15]3[CH2:20][CH2:19][C@H:18]([N:25]([CH3:24])[CH3:1])[CH2:17][CH2:16]3)=[CH:11][CH:12]=2)[CH:7]=[N:6]1. The yield is 0.860. (5) The reactants are [CH3:1][NH:2][CH2:3][CH2:4][C:5]#[C:6][C:7]1[CH:12]=[CH:11][CH:10]=[CH:9][N:8]=1.[F:13][C:14]1[CH:15]=[C:16]([CH:20]=[CH:21][CH:22]=1)[C:17](Cl)=[O:18]. No catalyst specified. The product is [F:13][C:14]1[CH:15]=[C:16]([CH:20]=[CH:21][CH:22]=1)[C:17]([N:2]([CH3:1])[CH2:3][CH2:4][C:5]#[C:6][C:7]1[CH:12]=[CH:11][CH:10]=[CH:9][N:8]=1)=[O:18]. The yield is 0.390. (6) The reactants are I[C:2]1[CH:7]=[CH:6][C:5]([B:8]([OH:10])[OH:9])=[CH:4][CH:3]=1.[CH2:11]([OH:14])[C:12]#[CH:13]. The catalyst is C1C=CC([P]([Pd]([P](C2C=CC=CC=2)(C2C=CC=CC=2)C2C=CC=CC=2)([P](C2C=CC=CC=2)(C2C=CC=CC=2)C2C=CC=CC=2)[P](C2C=CC=CC=2)(C2C=CC=CC=2)C2C=CC=CC=2)(C2C=CC=CC=2)C2C=CC=CC=2)=CC=1.N1CCCC1. The product is [OH:14][CH2:11][C:12]#[C:13][C:2]1[CH:7]=[CH:6][C:5]([B:8]([OH:10])[OH:9])=[CH:4][CH:3]=1. The yield is 0.910. (7) The reactants are CC(C[AlH]CC(C)C)C.[Cl:10][C:11]1[CH:12]=[CH:13][C:14]([O:37][CH2:38][C:39]2[CH:44]=[CH:43][C:42]([F:45])=[CH:41][C:40]=2[F:46])=[C:15]([CH:36]=1)[CH2:16][N:17]1[C:26]2[CH:25]=[CH:24][N:23]=[C:22]([C:27](N(C(C)C)C(C)C)=[O:28])[C:21]=2[CH2:20][CH2:19][CH2:18]1. The catalyst is C1COCC1. The product is [Cl:10][C:11]1[CH:12]=[CH:13][C:14]([O:37][CH2:38][C:39]2[CH:44]=[CH:43][C:42]([F:45])=[CH:41][C:40]=2[F:46])=[C:15]([CH:36]=1)[CH2:16][N:17]1[C:26]2[CH:25]=[CH:24][N:23]=[C:22]([CH:27]=[O:28])[C:21]=2[CH2:20][CH2:19][CH2:18]1. The yield is 0.250.